Dataset: Forward reaction prediction with 1.9M reactions from USPTO patents (1976-2016). Task: Predict the product of the given reaction. (1) Given the reactants [CH2:1]([N:4]([CH2:14][C:15]([CH3:20])([CH3:19])[CH2:16][CH:17]=[CH2:18])[S:5]([C:8]1[CH:13]=[CH:12][CH:11]=[CH:10][N:9]=1)(=[O:7])=[O:6])C=C, predict the reaction product. The product is: [CH3:20][C:15]1([CH3:19])[CH2:16][CH:17]=[CH:18][CH2:1][N:4]([S:5]([C:8]2[CH:13]=[CH:12][CH:11]=[CH:10][N:9]=2)(=[O:6])=[O:7])[CH2:14]1. (2) Given the reactants [NH:1]1[C:9]2[C:4](=[CH:5][CH:6]=[C:7]([C:10]([O:12][CH3:13])=[O:11])[CH:8]=2)[CH:3]=[CH:2]1.C(=O)([O-])[O-].[K+].[K+].[CH3:20][C:21]1[CH:26]=[CH:25][C:24]([S:27](Cl)(=[O:29])=[O:28])=[CH:23][CH:22]=1, predict the reaction product. The product is: [S:27]([N:1]1[C:9]2[C:4](=[CH:5][CH:6]=[C:7]([C:10]([O:12][CH3:13])=[O:11])[CH:8]=2)[CH:3]=[CH:2]1)([C:24]1[CH:25]=[CH:26][C:21]([CH3:20])=[CH:22][CH:23]=1)(=[O:29])=[O:28].